Predict the reactants needed to synthesize the given product. From a dataset of Full USPTO retrosynthesis dataset with 1.9M reactions from patents (1976-2016). Given the product [NH2:1][C:2]1[C:3]([N:15]2[CH2:16][CH2:17][N:18]([C:21]([O:23][C:24]([CH3:27])([CH3:26])[CH3:25])=[O:22])[CH2:19][CH2:20]2)=[N:4][C:5]2[C:10]([C:11]=1[CH:12]=[O:13])=[CH:9][C:8]([Cl:14])=[CH:7][CH:6]=2, predict the reactants needed to synthesize it. The reactants are: [NH2:1][C:2]1[C:3]([N:15]2[CH2:20][CH2:19][N:18]([C:21]([O:23][C:24]([CH3:27])([CH3:26])[CH3:25])=[O:22])[CH2:17][CH2:16]2)=[N:4][C:5]2[C:10]([C:11]=1[CH2:12][OH:13])=[CH:9][C:8]([Cl:14])=[CH:7][CH:6]=2.[O-][Mn](=O)(=O)=O.[K+].